This data is from Catalyst prediction with 721,799 reactions and 888 catalyst types from USPTO. The task is: Predict which catalyst facilitates the given reaction. (1) Reactant: [SH:1][CH2:2][CH2:3][C:4]([OH:6])=[O:5].[N:7]1[CH:12]=[CH:11][CH:10]=[CH:9][C:8]=1[S:13][S:13][C:8]1[CH:9]=[CH:10][CH:11]=[CH:12][N:7]=1. Product: [N:7]1[CH:12]=[CH:11][CH:10]=[CH:9][C:8]=1[S:13][S:1][CH2:2][CH2:3][C:4]([OH:6])=[O:5]. The catalyst class is: 52. (2) Reactant: [Cl:1][C:2]1[CH:8]=[C:7]([C:9]2[CH:14]=[N:13][CH:12]=[C:11]([CH3:15])[N:10]=2)[CH:6]=[CH:5][C:3]=1N.Cl.N([O-])=O.[Na+].[Na+].[I-:22]. Product: [Cl:1][C:2]1[CH:8]=[C:7]([C:9]2[CH:14]=[N:13][CH:12]=[C:11]([CH3:15])[N:10]=2)[CH:6]=[CH:5][C:3]=1[I:22]. The catalyst class is: 578. (3) Reactant: [C:1]1([C:46]2[CH:51]=[CH:50][CH:49]=[CH:48][CH:47]=2)[CH:6]=[CH:5][C:4]([C@@:7]2([S:41][CH2:42][CH2:43][CH2:44][CH3:45])[CH2:40][N:10]3[C:11](=[O:39])[C@@H:12]([NH:31][C:32]([O:34][C:35]([CH3:38])([CH3:37])[CH3:36])=[O:33])[CH2:13][CH2:14][CH2:15][CH2:16][CH2:17][CH:18]=[CH:19][C@@H:20]4[CH2:25][C@@:21]4([C:26]([O:28]CC)=[O:27])[NH:22][C:23](=[O:24])[C@@H:9]3[CH2:8]2)=[CH:3][CH:2]=1.O.[OH-].[Li+]. Product: [C:1]1([C:46]2[CH:51]=[CH:50][CH:49]=[CH:48][CH:47]=2)[CH:2]=[CH:3][C:4]([C@@:7]2([S:41][CH2:42][CH2:43][CH2:44][CH3:45])[CH2:40][N:10]3[C:11](=[O:39])[C@@H:12]([NH:31][C:32]([O:34][C:35]([CH3:36])([CH3:37])[CH3:38])=[O:33])[CH2:13][CH2:14][CH2:15][CH2:16][CH2:17][CH:18]=[CH:19][C@@H:20]4[CH2:25][C@@:21]4([C:26]([OH:28])=[O:27])[NH:22][C:23](=[O:24])[C@@H:9]3[CH2:8]2)=[CH:5][CH:6]=1. The catalyst class is: 87. (4) Reactant: Cl[C:2]1[N:7]=[CH:6][C:5]([S:8]([N:11]2[CH2:16][CH2:15][N:14]([C:17]3[CH:22]=[CH:21][C:20]([C:23]([OH:32])([C:28]([F:31])([F:30])[F:29])[C:24]([F:27])([F:26])[F:25])=[CH:19][CH:18]=3)[CH2:13][CH2:12]2)(=[O:10])=[O:9])=[CH:4][C:3]=1[F:33].CCO.[OH-].[NH4+:38]. Product: [NH2:38][C:2]1[N:7]=[CH:6][C:5]([S:8]([N:11]2[CH2:16][CH2:15][N:14]([C:17]3[CH:22]=[CH:21][C:20]([C:23]([OH:32])([C:28]([F:31])([F:30])[F:29])[C:24]([F:27])([F:26])[F:25])=[CH:19][CH:18]=3)[CH2:13][CH2:12]2)(=[O:10])=[O:9])=[CH:4][C:3]=1[F:33]. The catalyst class is: 6. (5) Reactant: [CH3:1][O:2][C:3]1[CH:11]=[CH:10][C:9]2[N:8]3[CH2:12][CH2:13][CH2:14][C:7]3=[CH:6][C:5]=2[CH:4]=1.OP(O)(O)=O.[CH3:20][N:21]1[CH2:26][CH2:25][C:24](=O)[CH2:23][CH2:22]1.[OH-].[NH4+]. Product: [CH3:1][O:2][C:3]1[CH:11]=[CH:10][C:9]2[N:8]3[CH2:12][CH2:13][CH2:14][C:7]3=[C:6]([C:24]3[CH2:25][CH2:26][N:21]([CH3:20])[CH2:22][CH:23]=3)[C:5]=2[CH:4]=1. The catalyst class is: 52. (6) Reactant: [C:1]([N:4]1[C:13]2[C:8](=[CH:9][C:10]([C:14]3[CH:32]=[CH:31][C:17]([C:18]([NH:20][CH2:21][CH2:22][NH:23]C(=O)OC(C)(C)C)=[O:19])=[CH:16][CH:15]=3)=[CH:11][CH:12]=2)[C@H:7]([NH:33][C:34]2[CH:39]=[CH:38][C:37]([C:40]#[N:41])=[CH:36][N:35]=2)[CH2:6][C@@H:5]1[CH3:42])(=[O:3])[CH3:2].[ClH:43]. Product: [ClH:43].[C:1]([N:4]1[C:13]2[C:8](=[CH:9][C:10]([C:14]3[CH:32]=[CH:31][C:17]([C:18]([NH:20][CH2:21][CH2:22][NH2:23])=[O:19])=[CH:16][CH:15]=3)=[CH:11][CH:12]=2)[C@H:7]([NH:33][C:34]2[CH:39]=[CH:38][C:37]([C:40]#[N:41])=[CH:36][N:35]=2)[CH2:6][C@@H:5]1[CH3:42])(=[O:3])[CH3:2]. The catalyst class is: 12. (7) Reactant: [C:1]([O:5][C:6]([NH:8][C:9]1[CH:10]=[C:11]([NH:15][C:16]2[C:21]([C:22](OCC)=[O:23])=[CH:20][N:19]=[C:18]([S:27][CH3:28])[N:17]=2)[CH:12]=[CH:13][CH:14]=1)=[O:7])([CH3:4])([CH3:3])[CH3:2].[H-].[H-].[H-].[H-].[Li+].[Al+3]. Product: [OH:23][CH2:22][C:21]1[C:16]([NH:15][C:11]2[CH:10]=[C:9]([NH:8][C:6](=[O:7])[O:5][C:1]([CH3:3])([CH3:2])[CH3:4])[CH:14]=[CH:13][CH:12]=2)=[N:17][C:18]([S:27][CH3:28])=[N:19][CH:20]=1. The catalyst class is: 1. (8) Reactant: [C:1]([O-:4])(=[S:3])[CH3:2].[K+].Br[C:7]([CH3:28])([CH3:27])[C:8]([NH:10][C:11]1[O:15][N:14]=[C:13]([C:16]([CH3:26])([CH3:25])[CH2:17][O:18][CH:19]2[CH2:24][CH2:23][CH2:22][CH2:21][O:20]2)[CH:12]=1)=[O:9].C(OCC)C. Product: [CH3:26][C:16]([C:13]1[CH:12]=[C:11]([NH:10][C:8]([C:7]([S:3][C:1](=[O:4])[CH3:2])([CH3:28])[CH3:27])=[O:9])[O:15][N:14]=1)([CH3:25])[CH2:17][O:18][CH:19]1[CH2:24][CH2:23][CH2:22][CH2:21][O:20]1. The catalyst class is: 3.